From a dataset of Peptide-MHC class II binding affinity with 134,281 pairs from IEDB. Regression. Given a peptide amino acid sequence and an MHC pseudo amino acid sequence, predict their binding affinity value. This is MHC class II binding data. (1) The peptide sequence is RVYCDPCRAGFETNV. The MHC is HLA-DPA10103-DPB10401 with pseudo-sequence HLA-DPA10103-DPB10401. The binding affinity (normalized) is 0.345. (2) The MHC is DRB1_0301 with pseudo-sequence DRB1_0301. The binding affinity (normalized) is 0.769. The peptide sequence is SGRVTRDSRRLRRIC. (3) The peptide sequence is DNSFVSAISQTEVKE. The MHC is DRB3_0301 with pseudo-sequence DRB3_0301. The binding affinity (normalized) is 0.455.